This data is from Forward reaction prediction with 1.9M reactions from USPTO patents (1976-2016). The task is: Predict the product of the given reaction. (1) The product is: [F:45][C:42]1[CH:43]=[CH:44][C:39]([CH2:38][O:23][C:24]2[CH:29]=[N:28][N:27]([CH:30]3[CH2:35][CH2:34][CH2:33][CH2:32][O:31]3)[C:26](=[O:36])[CH:25]=2)=[CH:40][CH:41]=1. Given the reactants BrC1C=CC(COC2C=NN(C3CCCCO3)C(=O)C=2)=NC=1.[OH:23][C:24]1[CH:29]=[N:28][N:27]([CH:30]2[CH2:35][CH2:34][CH2:33][CH2:32][O:31]2)[C:26](=[O:36])[CH:25]=1.Cl[CH2:38][C:39]1[CH:44]=[CH:43][C:42]([F:45])=[CH:41][CH:40]=1, predict the reaction product. (2) Given the reactants Cl[CH2:2][C:3]1[N:8]=[C:7]([NH:9][CH3:10])[CH:6]=[CH:5][CH:4]=1.[CH3:11][N:12]1[CH:16]=[C:15]([C:17]2[CH:22]=[CH:21][CH:20]=[CH:19][CH:18]=2)[N:14]=[C:13]1[CH:23]=O, predict the reaction product. The product is: [CH3:10][NH:9][C:7]1[CH:6]=[CH:5][CH:4]=[C:3]([CH2:2][CH2:23][C:13]2[N:12]([CH3:11])[CH:16]=[C:15]([C:17]3[CH:18]=[CH:19][CH:20]=[CH:21][CH:22]=3)[N:14]=2)[N:8]=1. (3) Given the reactants [F:1][C:2]1[CH:33]=[CH:32][C:5]([NH:6][C:7]([NH:9][C:10]2[CH:31]=[CH:30][C:13]([O:14][C:15]3[C:24]4[C:19](=[CH:20][C:21]([O:28][CH3:29])=[C:22]([C:25](O)=[O:26])[CH:23]=4)[N:18]=[CH:17][CH:16]=3)=[CH:12][CH:11]=2)=[O:8])=[CH:4][CH:3]=1.Cl.C(N=C=N[CH2:40][CH2:41][CH2:42][N:43](CC)CC)C.O.ON1C2C=CC=CC=2N=N1.C1(N)CC1, predict the reaction product. The product is: [CH:42]1([NH:43][C:25]([C:22]2[CH:23]=[C:24]3[C:19](=[CH:20][C:21]=2[O:28][CH3:29])[N:18]=[CH:17][CH:16]=[C:15]3[O:14][C:13]2[CH:30]=[CH:31][C:10]([NH:9][C:7]([NH:6][C:5]3[CH:32]=[CH:33][C:2]([F:1])=[CH:3][CH:4]=3)=[O:8])=[CH:11][CH:12]=2)=[O:26])[CH2:40][CH2:41]1. (4) The product is: [NH:8]1[C:3]2[CH:4]=[CH:5][CH:6]=[CH:7][C:2]=2[N:1]=[C:9]1[C:11]1[C:12]([CH3:36])=[C:13]2[C:18]([NH:19][C:20]3[CH:25]=[CH:24][C:23]([O:26][C:27]4[CH:32]=[CH:31][CH:30]=[CH:29][CH:28]=4)=[CH:22][CH:21]=3)=[C:17]([C:33]#[N:34])[CH:16]=[N:15][N:14]2[CH:35]=1. Given the reactants [NH2:1][C:2]1[CH:7]=[CH:6][CH:5]=[CH:4][C:3]=1[NH:8][C:9]([C:11]1[C:12]([CH3:36])=[C:13]2[C:18]([NH:19][C:20]3[CH:25]=[CH:24][C:23]([O:26][C:27]4[CH:32]=[CH:31][CH:30]=[CH:29][CH:28]=4)=[CH:22][CH:21]=3)=[C:17]([C:33]#[N:34])[CH:16]=[N:15][N:14]2[CH:35]=1)=O.C12(CS(O)(=O)=O)C(C)(C)C(CC1)CC2=O, predict the reaction product.